From a dataset of Catalyst prediction with 721,799 reactions and 888 catalyst types from USPTO. Predict which catalyst facilitates the given reaction. (1) Reactant: [CH3:1][N:2]([CH3:33])[C:3]1([C:27]2[CH:32]=[CH:31][CH:30]=[CH:29][CH:28]=2)[CH2:8][CH2:7][C:6](=[CH:9][C:10]([N:12]2[CH2:17][CH2:16][CH2:15][CH:14]([C:18]3[C:26]4[C:21](=[CH:22][CH:23]=[CH:24][CH:25]=4)[NH:20][CH:19]=3)[CH2:13]2)=[O:11])[CH2:5][CH2:4]1. Product: [CH3:33][N:2]([CH3:1])[C:3]1([C:27]2[CH:28]=[CH:29][CH:30]=[CH:31][CH:32]=2)[CH2:8][CH2:7][CH:6]([CH2:9][C:10]([N:12]2[CH2:17][CH2:16][CH2:15][CH:14]([C:18]3[C:26]4[C:21](=[CH:22][CH:23]=[CH:24][CH:25]=4)[NH:20][CH:19]=3)[CH2:13]2)=[O:11])[CH2:5][CH2:4]1. The catalyst class is: 43. (2) Reactant: [CH3:1][N:2]1[C:6]([CH:7]=O)=[N:5][C:4]([N:9]2[CH2:13][CH2:12][CH2:11][CH2:10]2)=[N:3]1.[C:14](=O)([O-])[O-].[K+].[K+].[N+](=C(P(=O)(OC)OC)C(=O)C)=[N-]. Product: [C:7]([C:6]1[N:2]([CH3:1])[N:3]=[C:4]([N:9]2[CH2:13][CH2:12][CH2:11][CH2:10]2)[N:5]=1)#[CH:14]. The catalyst class is: 5. (3) Reactant: [Cl:1][C:2]1[CH:7]=[CH:6][C:5]([N:8]2[CH2:13][CH2:12][N:11]([C:14](=[O:27])[C@H:15]([NH:19]C(=O)OC(C)(C)C)[CH:16]([CH3:18])[CH3:17])[CH2:10][C:9]2([CH3:29])[CH3:28])=[CH:4][CH:3]=1. Product: [ClH:1].[NH2:19][C@H:15]([CH:16]([CH3:18])[CH3:17])[C:14]([N:11]1[CH2:12][CH2:13][N:8]([C:5]2[CH:6]=[CH:7][C:2]([Cl:1])=[CH:3][CH:4]=2)[C:9]([CH3:28])([CH3:29])[CH2:10]1)=[O:27]. The catalyst class is: 12. (4) Reactant: [NH2:1][C:2]1[CH:7]=[CH:6][C:5]([Br:8])=[CH:4][C:3]=1[C:9]([C:11]1[CH:16]=[C:15]([F:17])[C:14]([F:18])=[CH:13][C:12]=1[F:19])=O.[CH3:20][S:21]([CH2:24][C:25](=O)[CH3:26])(=[O:23])=[O:22].[Na]. Product: [Br:8][C:5]1[CH:4]=[C:3]2[C:2](=[CH:7][CH:6]=1)[N:1]=[C:25]([CH3:26])[C:24]([S:21]([CH3:20])(=[O:23])=[O:22])=[C:9]2[C:11]1[CH:16]=[C:15]([F:17])[C:14]([F:18])=[CH:13][C:12]=1[F:19]. The catalyst class is: 41. (5) Reactant: [CH2:1]1[C:7]2[CH:8]=[CH:9][C:10]([CH2:12][C:13]3[CH:20]=[CH:19][C:16]([C:17]#[N:18])=[CH:15][CH:14]=3)=[CH:11][C:6]=2[CH2:5][CH2:4][NH:3][CH2:2]1.[C:21]1(=O)[CH2:24][CH2:23][CH2:22]1.C(O[BH-](OC(=O)C)OC(=O)C)(=O)C.[Na+].CO. Product: [CH:21]1([N:3]2[CH2:2][CH2:1][C:7]3[CH:8]=[CH:9][C:10]([CH2:12][C:13]4[CH:20]=[CH:19][C:16]([C:17]#[N:18])=[CH:15][CH:14]=4)=[CH:11][C:6]=3[CH2:5][CH2:4]2)[CH2:24][CH2:23][CH2:22]1. The catalyst class is: 411. (6) The catalyst class is: 5. Reactant: [OH:1][C:2]1([CH:8]([C:12]2[CH:17]=[CH:16][CH:15]=[C:14]([O:18][C:19]([F:22])([F:21])[F:20])[CH:13]=2)[C:9]([OH:11])=[O:10])[CH2:7][CH2:6][CH2:5][CH2:4][CH2:3]1. Product: [OH:1][C:2]1([C@@H:8]([C:12]2[CH:17]=[CH:16][CH:15]=[C:14]([O:18][C:19]([F:20])([F:21])[F:22])[CH:13]=2)[C:9]([OH:11])=[O:10])[CH2:7][CH2:6][CH2:5][CH2:4][CH2:3]1. (7) Reactant: [Br:1][C:2]1[CH:10]=[C:9]2[C:5]([C:6]([C:19]([OH:21])=[O:20])=[C:7]([CH2:12][N:13]3[CH2:18][CH2:17][CH2:16][CH2:15][CH2:14]3)[N:8]2[CH3:11])=[CH:4][C:3]=1[O:22][CH3:23].[OH-].[Na+].[ClH:26]. Product: [ClH:26].[Br:1][C:2]1[CH:10]=[C:9]2[C:5]([C:6]([C:19]([OH:21])=[O:20])=[C:7]([CH2:12][N:13]3[CH2:14][CH2:15][CH2:16][CH2:17][CH2:18]3)[N:8]2[CH3:11])=[CH:4][C:3]=1[O:22][CH3:23]. The catalyst class is: 97.